From a dataset of Forward reaction prediction with 1.9M reactions from USPTO patents (1976-2016). Predict the product of the given reaction. (1) The product is: [Br:1][C:2]1[CH:3]=[C:4]([CH:8]=[CH:9][N:10]=1)[C:5]([N:13]([O:14][CH3:15])[CH3:12])=[O:6]. Given the reactants [Br:1][C:2]1[CH:3]=[C:4]([CH:8]=[CH:9][N:10]=1)[C:5](O)=[O:6].Cl.[CH3:12][NH:13][O:14][CH3:15].CN(C)CCCN=C=NCC.N1C=CC=CC=1, predict the reaction product. (2) Given the reactants [CH2:1]([N:8]1[C:15](=[O:16])[CH2:14][CH:13]2[CH2:17][CH:9]1[CH2:10][CH2:11][C:12]2=O)[C:2]1[CH:7]=[CH:6][CH:5]=[CH:4][CH:3]=1.O.[CH2:20]([NH2:23])[C:21]#[CH:22], predict the reaction product. The product is: [CH2:1]([N:8]1[C:15](=[O:16])[CH2:14][CH:13]2[CH2:17][CH:9]1[CH2:10][C:11]1[CH:22]=[CH:21][CH:20]=[N:23][C:12]=12)[C:2]1[CH:7]=[CH:6][CH:5]=[CH:4][CH:3]=1.